Dataset: Forward reaction prediction with 1.9M reactions from USPTO patents (1976-2016). Task: Predict the product of the given reaction. (1) Given the reactants [F:1][C:2]1[CH:7]=[CH:6][C:5]([N+:8]([O-:10])=[O:9])=[CH:4][C:3]=1[C@:11]1([CH3:23])[CH2:16][O:15][C@@:14]([CH3:21])([C:17]([F:20])([F:19])[F:18])[C:13]([NH2:22])=[N:12]1.[CH3:24][C:25]([O:28][C:29](O[C:29]([O:28][C:25]([CH3:27])([CH3:26])[CH3:24])=[O:30])=[O:30])([CH3:27])[CH3:26].CCN(CC)CC, predict the reaction product. The product is: [C:25]([O:28][C:29](=[O:30])[NH:22][C:13]1[C@:14]([CH3:21])([C:17]([F:19])([F:18])[F:20])[O:15][CH2:16][C@:11]([C:3]2[CH:4]=[C:5]([N+:8]([O-:10])=[O:9])[CH:6]=[CH:7][C:2]=2[F:1])([CH3:23])[N:12]=1)([CH3:27])([CH3:26])[CH3:24]. (2) Given the reactants [Cl:1][C:2]1[CH:3]=[C:4]([OH:9])[CH:5]=[CH:6][C:7]=1[Cl:8].Cl[CH2:11][C:12]1[CH:17]=[C:16]([N+:18]([O-:20])=[O:19])[CH:15]=[C:14]([N+:21]([O-:23])=[O:22])[CH:13]=1, predict the reaction product. The product is: [Cl:1][C:2]1[CH:3]=[C:4]([CH:5]=[CH:6][C:7]=1[Cl:8])[O:9][CH2:11][C:12]1[CH:13]=[C:14]([N+:21]([O-:23])=[O:22])[CH:15]=[C:16]([N+:18]([O-:20])=[O:19])[CH:17]=1.